Dataset: Reaction yield outcomes from USPTO patents with 853,638 reactions. Task: Predict the reaction yield, written as a fraction of the theoretical maximum amount of product (1.0 means a 100% yield; for example, 0.34 means a 34% yield). (1) The reactants are [Br:1][C:2]1[CH:3]=[C:4]([CH2:9][OH:10])[CH:5]=[CH:6][C:7]=1[CH3:8]. The catalyst is ClCCl.[O-2].[Mn+2]. The product is [Br:1][C:2]1[CH:3]=[C:4]([CH:5]=[CH:6][C:7]=1[CH3:8])[CH:9]=[O:10]. The yield is 0.850. (2) The reactants are [O:1]1[C:5]2[CH:6]=[CH:7][C:8]([C:10]3([C:13]([NH:15][C:16]4[CH:17]=[CH:18][C:19]([CH2:33][C:34]#[N:35])=[C:20]([C:22]5[CH:27]=[CH:26][C:25]([C:28]([N:30]([CH3:32])[CH3:31])=[O:29])=[CH:24][CH:23]=5)[CH:21]=4)=[O:14])[CH2:12][CH2:11]3)=[CH:9][C:4]=2[O:3][CH2:2]1.[OH:36]O.[OH-].[Na+]. The catalyst is CO. The product is [NH2:35][C:34](=[O:36])[CH2:33][C:19]1[CH:18]=[CH:17][C:16]([NH:15][C:13]([C:10]2([C:8]3[CH:7]=[CH:6][C:5]4[O:1][CH2:2][O:3][C:4]=4[CH:9]=3)[CH2:11][CH2:12]2)=[O:14])=[CH:21][C:20]=1[C:22]1[CH:27]=[CH:26][C:25]([C:28]([N:30]([CH3:32])[CH3:31])=[O:29])=[CH:24][CH:23]=1. The yield is 0.230. (3) The reactants are [Cl:1][C:2]1[CH:7]=[CH:6][CH:5]=[C:4]([Cl:8])[C:3]=1[CH2:9][OH:10].[H-].[Na+].Br[C:14]1[C:15]([NH2:21])=[N:16][CH:17]=[C:18]([Br:20])[N:19]=1. The catalyst is O1CCCC1. The product is [Br:20][C:18]1[N:19]=[C:14]([O:10][CH2:9][C:3]2[C:2]([Cl:1])=[CH:7][CH:6]=[CH:5][C:4]=2[Cl:8])[C:15]([NH2:21])=[N:16][CH:17]=1. The yield is 0.830. (4) The reactants are [Br:1][C:2]1[CH:10]=[CH:9][C:5]([C:6]([OH:8])=O)=[CH:4][N:3]=1.[CH:11]1(CCN)[CH2:16][CH2:15][CH2:14][CH2:13][CH2:12]1.[CH3:20][CH2:21][N:22]=C=NCCCN(C)C. No catalyst specified. The product is [Br:1][C:2]1[CH:10]=[CH:9][C:5]([C:6]([N:22]([CH:11]2[CH2:12][CH2:13][CH2:14][CH2:15][CH2:16]2)[CH2:21][CH3:20])=[O:8])=[CH:4][N:3]=1. The yield is 0.140. (5) The reactants are [CH3:1][O:2][C:3]([CH:5]1[CH2:14][C:13]2[C:8](=[CH:9][C:10]([O:17][CH3:18])=[C:11]([O:15][CH3:16])[CH:12]=2)[CH2:7][NH:6]1)=[O:4]. The catalyst is C1(C)C=CC=CC=1.O1CCOCC1.C1COCC1.O=[Mn]=O. The product is [CH3:1][O:2][C:3]([C:5]1[N:6]=[CH:7][C:8]2[C:13]([CH:14]=1)=[CH:12][C:11]([O:15][CH3:16])=[C:10]([O:17][CH3:18])[CH:9]=2)=[O:4]. The yield is 0.260.